Dataset: NCI-60 drug combinations with 297,098 pairs across 59 cell lines. Task: Regression. Given two drug SMILES strings and cell line genomic features, predict the synergy score measuring deviation from expected non-interaction effect. (1) Drug 1: CC1C(C(CC(O1)OC2CC(CC3=C2C(=C4C(=C3O)C(=O)C5=C(C4=O)C(=CC=C5)OC)O)(C(=O)C)O)N)O.Cl. Synergy scores: CSS=8.77, Synergy_ZIP=-5.05, Synergy_Bliss=1.27, Synergy_Loewe=-6.35, Synergy_HSA=0.265. Drug 2: C1=CC=C(C=C1)NC(=O)CCCCCCC(=O)NO. Cell line: UACC-257. (2) Drug 1: COC1=CC(=CC(=C1O)OC)C2C3C(COC3=O)C(C4=CC5=C(C=C24)OCO5)OC6C(C(C7C(O6)COC(O7)C8=CC=CS8)O)O. Drug 2: C1CNP(=O)(OC1)N(CCCl)CCCl. Cell line: SK-OV-3. Synergy scores: CSS=30.1, Synergy_ZIP=-6.43, Synergy_Bliss=4.15, Synergy_Loewe=-68.4, Synergy_HSA=1.32. (3) Drug 1: CCC1(CC2CC(C3=C(CCN(C2)C1)C4=CC=CC=C4N3)(C5=C(C=C6C(=C5)C78CCN9C7C(C=CC9)(C(C(C8N6C)(C(=O)OC)O)OC(=O)C)CC)OC)C(=O)OC)O.OS(=O)(=O)O. Drug 2: CN(C(=O)NC(C=O)C(C(C(CO)O)O)O)N=O. Cell line: UACC-257. Synergy scores: CSS=-1.89, Synergy_ZIP=-0.787, Synergy_Bliss=-3.19, Synergy_Loewe=-1.53, Synergy_HSA=-2.88. (4) Drug 1: CS(=O)(=O)C1=CC(=C(C=C1)C(=O)NC2=CC(=C(C=C2)Cl)C3=CC=CC=N3)Cl. Drug 2: CC1C(C(CC(O1)OC2CC(CC3=C2C(=C4C(=C3O)C(=O)C5=C(C4=O)C(=CC=C5)OC)O)(C(=O)C)O)N)O.Cl. Cell line: SR. Synergy scores: CSS=74.4, Synergy_ZIP=7.17, Synergy_Bliss=8.57, Synergy_Loewe=3.50, Synergy_HSA=12.1. (5) Drug 1: COC1=C(C=C2C(=C1)N=CN=C2NC3=CC(=C(C=C3)F)Cl)OCCCN4CCOCC4. Drug 2: CC1OCC2C(O1)C(C(C(O2)OC3C4COC(=O)C4C(C5=CC6=C(C=C35)OCO6)C7=CC(=C(C(=C7)OC)O)OC)O)O. Cell line: IGROV1. Synergy scores: CSS=66.3, Synergy_ZIP=9.75, Synergy_Bliss=9.61, Synergy_Loewe=13.1, Synergy_HSA=16.8. (6) Drug 1: C1=CN(C(=O)N=C1N)C2C(C(C(O2)CO)O)O.Cl. Synergy scores: CSS=27.5, Synergy_ZIP=0.773, Synergy_Bliss=4.68, Synergy_Loewe=-14.0, Synergy_HSA=4.91. Drug 2: C(CN)CNCCSP(=O)(O)O. Cell line: SN12C. (7) Drug 1: CC1C(C(=O)NC(C(=O)N2CCCC2C(=O)N(CC(=O)N(C(C(=O)O1)C(C)C)C)C)C(C)C)NC(=O)C3=C4C(=C(C=C3)C)OC5=C(C(=O)C(=C(C5=N4)C(=O)NC6C(OC(=O)C(N(C(=O)CN(C(=O)C7CCCN7C(=O)C(NC6=O)C(C)C)C)C)C(C)C)C)N)C. Drug 2: COC1=NC(=NC2=C1N=CN2C3C(C(C(O3)CO)O)O)N. Cell line: K-562. Synergy scores: CSS=-6.58, Synergy_ZIP=-1.48, Synergy_Bliss=-7.86, Synergy_Loewe=-13.4, Synergy_HSA=-8.69.